Dataset: TCR-epitope binding with 47,182 pairs between 192 epitopes and 23,139 TCRs. Task: Binary Classification. Given a T-cell receptor sequence (or CDR3 region) and an epitope sequence, predict whether binding occurs between them. (1) The epitope is KLGGALQAK. The TCR CDR3 sequence is CASRSGQMNTEAFF. Result: 1 (the TCR binds to the epitope). (2) The epitope is FLRGRAYGL. The TCR CDR3 sequence is CASSFTSGSYGELFF. Result: 0 (the TCR does not bind to the epitope).